Dataset: Full USPTO retrosynthesis dataset with 1.9M reactions from patents (1976-2016). Task: Predict the reactants needed to synthesize the given product. (1) The reactants are: [H-].[Na+].[Br:3][C:4]1[CH:13]=[CH:12][C:7]([O:8][CH2:9][CH2:10][OH:11])=[CH:6][CH:5]=1.Cl[C:15]1[N:20]=[CH:19][N:18]=[C:17]([NH:21][S:22]([CH2:25][CH2:26][C:27]2[CH:32]=[CH:31][CH:30]=[CH:29][CH:28]=2)(=[O:24])=[O:23])[C:16]=1[C:33]1[CH:38]=[CH:37][C:36]([CH3:39])=[CH:35][CH:34]=1. Given the product [Br:3][C:4]1[CH:13]=[CH:12][C:7]([O:8][CH2:9][CH2:10][O:11][C:15]2[N:20]=[CH:19][N:18]=[C:17]([NH:21][S:22]([CH2:25][CH2:26][C:27]3[CH:32]=[CH:31][CH:30]=[CH:29][CH:28]=3)(=[O:23])=[O:24])[C:16]=2[C:33]2[CH:34]=[CH:35][C:36]([CH3:39])=[CH:37][CH:38]=2)=[CH:6][CH:5]=1, predict the reactants needed to synthesize it. (2) Given the product [ClH:70].[ClH:70].[NH2:16][CH2:2][CH2:3][C:4]1[CH:9]=[CH:8][N:7]=[C:6]([C:10]#[N:11])[CH:5]=1, predict the reactants needed to synthesize it. The reactants are: O[CH2:2][CH2:3][C:4]1[CH:9]=[CH:8][N:7]=[C:6]([C:10]#[N:11])[CH:5]=1.C1(=O)[NH:16]C(=O)C2=CC=CC=C12.C1(P(C2C=CC=CC=2)C2C=CC=CC=2)C=CC=CC=1.CCOC(/N=N/C(OCC)=O)=O.C1(C)C=CC=CC=1.O.NN.C(OCC)(=O)C.[ClH:70]. (3) Given the product [P:22]([OH:26])([OH:25])([OH:24])=[O:23].[OH:1][CH2:2][C@H:3]1[CH2:7][CH2:6][CH2:5][N:4]1[CH2:8][CH2:9][C:10]1[NH:11][C:12](=[O:21])[C:13]2[C:18]([CH:19]=1)=[C:17]([CH3:20])[CH:16]=[CH:15][CH:14]=2, predict the reactants needed to synthesize it. The reactants are: [OH:1][CH2:2][C@H:3]1[CH2:7][CH2:6][CH2:5][N:4]1[CH2:8][CH2:9][C:10]1[NH:11][C:12](=[O:21])[C:13]2[C:18]([CH:19]=1)=[C:17]([CH3:20])[CH:16]=[CH:15][CH:14]=2.[P:22](=[O:26])([OH:25])([OH:24])[OH:23]. (4) Given the product [O:4]1[C:8]2=[C:9]([N:13]3[CH2:18][CH2:17][N:16]([CH2:19][CH2:20][C@H:21]4[CH2:26][CH2:25][C@H:24]([NH:27][C:35](=[O:36])[CH2:34][C@H:29]5[CH2:30][O:31][CH2:32][CH2:33][O:28]5)[CH2:23][CH2:22]4)[CH2:15][CH2:14]3)[N:10]=[CH:11][CH:12]=[C:7]2[CH2:6][CH2:5]1, predict the reactants needed to synthesize it. The reactants are: Cl.Cl.Cl.[O:4]1[C:8]2=[C:9]([N:13]3[CH2:18][CH2:17][N:16]([CH2:19][CH2:20][C@H:21]4[CH2:26][CH2:25][C@H:24]([NH2:27])[CH2:23][CH2:22]4)[CH2:15][CH2:14]3)[N:10]=[CH:11][CH:12]=[C:7]2[CH2:6][CH2:5]1.[O:28]1[CH2:33][CH2:32][O:31][CH2:30][C@@H:29]1[CH2:34][C:35](O)=[O:36]. (5) Given the product [ClH:23].[CH3:22][CH:20]([S:19][C:17]1[CH:16]=[N:15][C:13]2[CH2:14][NH:8][CH2:9][CH2:10][O:11][C:12]=2[N:18]=1)[CH3:21], predict the reactants needed to synthesize it. The reactants are: C([N:8]1[CH2:14][C:13]2[N:15]=[CH:16][C:17]([S:19][CH:20]([CH3:22])[CH3:21])=[N:18][C:12]=2[O:11][CH2:10][CH2:9]1)C1C=CC=CC=1.[Cl:23]C(OC(Cl)C)=O. (6) Given the product [F:38][C:36]([F:37])([F:39])[C:32]1([CH2:30][N:27]2[CH2:28][CH2:29][CH:24]([CH2:23][O:22][C:19]3[CH:18]=[CH:17][C:16]([C:13]4[CH:14]=[CH:15][C:10]([OH:9])=[CH:11][CH:12]=4)=[CH:21][CH:20]=3)[CH2:25][CH2:26]2)[CH2:35][CH2:34][CH2:33]1, predict the reactants needed to synthesize it. The reactants are: FC(F)(F)C1(C([O:9][C:10]2[CH:15]=[CH:14][C:13]([C:16]3[CH:21]=[CH:20][C:19]([O:22][CH2:23][CH:24]4[CH2:29][CH2:28][N:27]([C:30]([C:32]5([C:36]([F:39])([F:38])[F:37])[CH2:35][CH2:34][CH2:33]5)=O)[CH2:26][CH2:25]4)=[CH:18][CH:17]=3)=[CH:12][CH:11]=2)=O)CCC1.[H-].[H-].[H-].[H-].[Li+].[Al+3].O. (7) Given the product [CH3:45][O:44][C:26]1[CH:27]=[C:28]([N:31]2[CH2:32][CH2:33][N:34]([C:37]([O:39][C:40]([CH3:43])([CH3:42])[CH3:41])=[O:38])[CH2:35][CH2:36]2)[CH:29]=[CH:30][C:25]=1[NH:24][C:2]1[N:7]=[CH:6][C:5]2[CH:8]=[N:9][N:10]([S:11]([C:14]3[CH:15]=[CH:16][CH:17]=[C:18]4[C:23]=3[N:22]=[CH:21][CH:20]=[CH:19]4)(=[O:13])=[O:12])[C:4]=2[CH:3]=1, predict the reactants needed to synthesize it. The reactants are: Cl[C:2]1[N:7]=[CH:6][C:5]2[CH:8]=[N:9][N:10]([S:11]([C:14]3[CH:15]=[CH:16][CH:17]=[C:18]4[C:23]=3[N:22]=[CH:21][CH:20]=[CH:19]4)(=[O:13])=[O:12])[C:4]=2[CH:3]=1.[NH2:24][C:25]1[CH:30]=[CH:29][C:28]([N:31]2[CH2:36][CH2:35][N:34]([C:37]([O:39][C:40]([CH3:43])([CH3:42])[CH3:41])=[O:38])[CH2:33][CH2:32]2)=[CH:27][C:26]=1[O:44][CH3:45].C([O-])([O-])=O.[K+].[K+].CC(C1C=C(C(C)C)C(C2C=CC=CC=2P(C2CCCCC2)C2CCCCC2)=C(C(C)C)C=1)C. (8) Given the product [NH2:16][C:17]1[N:18]=[C:19]([C:39]2[CH:40]=[CH:41][CH:42]=[CH:43][CH:44]=2)[C:20]2[C:29](=[O:30])[C:28]3[C:23](=[C:24]([N:11]4[CH2:12][CH2:13][CH:8]([O:7][C:6]5[CH:5]=[CH:4][C:3]([O:2][CH3:1])=[CH:15][CH:14]=5)[CH2:9][CH2:10]4)[CH:25]=[CH:26][CH:27]=3)[C:21]=2[N:22]=1, predict the reactants needed to synthesize it. The reactants are: [CH3:1][O:2][C:3]1[CH:15]=[CH:14][C:6]([O:7][CH:8]2[CH2:13][CH2:12][NH:11][CH2:10][CH2:9]2)=[CH:5][CH:4]=1.[NH2:16][C:17]1[N:18]=[C:19]([C:39]2[CH:44]=[CH:43][CH:42]=[CH:41][CH:40]=2)[C:20]2[C:29](=[O:30])[C:28]3[C:23](=[C:24](OS(C(F)(F)F)(=O)=O)[CH:25]=[CH:26][CH:27]=3)[C:21]=2[N:22]=1.C(N(C(C)C)CC)(C)C. (9) Given the product [Br:8][C:6]1[CH:5]=[N:4][CH:3]=[C:2]([NH:17][C:14]2[CH:15]=[CH:16][C:11]([O:10][CH3:9])=[CH:12][CH:13]=2)[CH:7]=1, predict the reactants needed to synthesize it. The reactants are: Br[C:2]1[CH:3]=[N:4][CH:5]=[C:6]([Br:8])[CH:7]=1.[CH3:9][O:10][C:11]1[CH:16]=[CH:15][C:14]([NH2:17])=[CH:13][CH:12]=1.CC(C)([O-])C.[Na+].